Predict the product of the given reaction. From a dataset of Forward reaction prediction with 1.9M reactions from USPTO patents (1976-2016). Given the reactants [I-].[CH2:2]([N+:6]1[C:10]([CH3:11])=[C:9]([CH3:12])[S:8][C:7]=1[CH3:13])[CH2:3][CH2:4][CH3:5].[CH:14]1([C:19](Cl)=[O:20])[CH2:18][CH2:17][CH2:16][CH2:15]1, predict the reaction product. The product is: [CH2:2]([N:6]1[C:10]([CH3:11])=[C:9]([CH3:12])[S:8]/[C:7]/1=[CH:13]\[C:19]([CH:14]1[CH2:18][CH2:17][CH2:16][CH2:15]1)=[O:20])[CH2:3][CH2:4][CH3:5].